This data is from Forward reaction prediction with 1.9M reactions from USPTO patents (1976-2016). The task is: Predict the product of the given reaction. (1) Given the reactants [CH3:1][C:2]1[CH:7]=[C:6]([O:8][CH3:9])[C:5]([CH3:10])=[CH:4][C:3]=1B(O)O.[CH3:14][C:15]1[CH:19]=[CH:18][NH:17][N:16]=1, predict the reaction product. The product is: [CH3:1][C:2]1[CH:7]=[C:6]([O:8][CH3:9])[C:5]([CH3:10])=[CH:4][C:3]=1[N:17]1[CH:18]=[CH:19][C:15]([CH3:14])=[N:16]1. (2) Given the reactants Cl[C:2]1C=C(C=C[CH:11]=1)C(OO)=O.C(S[C:15]1[CH:20]=[CH:19][N:18]=[CH:17][C:16]=1[C:21]1[S:22][C:23]2[C:28]([N:29]=1)=[CH:27][C:26]([C:30]([F:33])([F:32])[F:31])=[CH:25][N:24]=2)C.[S:34]([O-:38])([O-])(=[O:36])=S.[Na+].[Na+], predict the reaction product. The product is: [CH2:2]([S:34]([C:15]1[CH:20]=[CH:19][N:18]=[CH:17][C:16]=1[C:21]1[S:22][C:23]2[C:28]([N:29]=1)=[CH:27][C:26]([C:30]([F:32])([F:33])[F:31])=[CH:25][N:24]=2)(=[O:38])=[O:36])[CH3:11]. (3) The product is: [CH2:27]([O:29][CH:30]([O:33][CH2:34][CH3:35])[C:31]#[C:32][C:3](=[N:4][C:5]([C:18]1[CH:23]=[CH:22][CH:21]=[CH:20][CH:19]=1)([C:12]1[CH:17]=[CH:16][CH:15]=[CH:14][CH:13]=1)[C:6]1[CH:11]=[CH:10][CH:9]=[CH:8][CH:7]=1)[C:2]([F:26])([F:25])[F:1])[CH3:28]. Given the reactants [F:1][C:2]([F:26])([F:25])[C:3](Cl)=[N:4][C:5]([C:18]1[CH:23]=[CH:22][CH:21]=[CH:20][CH:19]=1)([C:12]1[CH:17]=[CH:16][CH:15]=[CH:14][CH:13]=1)[C:6]1[CH:11]=[CH:10][CH:9]=[CH:8][CH:7]=1.[CH2:27]([O:29][CH:30]([O:33][CH2:34][CH3:35])[C:31]#[CH:32])[CH3:28].P([O-])([O-])([O-])=O.[K+].[K+].[K+].[I-].[K+], predict the reaction product. (4) Given the reactants [C:1]([C:5]1[CH:10]=[CH:9][C:8]([C:11]2[CH:19]=[CH:18][CH:17]=[C:16]3[C:12]=2[CH2:13][C:14](=[CH:21][C:22]2([CH2:28][CH3:29])[CH2:27][CH2:26][CH2:25][CH2:24][CH2:23]2)[C:15]3=[O:20])=[CH:7][CH:6]=1)([CH3:4])([CH3:3])[CH3:2].[H][H], predict the reaction product. The product is: [C:1]([C:5]1[CH:10]=[CH:9][C:8]([C:11]2[CH:19]=[CH:18][CH:17]=[C:16]3[C:12]=2[CH2:13][CH:14]([CH2:21][C:22]2([CH2:28][CH3:29])[CH2:23][CH2:24][CH2:25][CH2:26][CH2:27]2)[C:15]3=[O:20])=[CH:7][CH:6]=1)([CH3:4])([CH3:3])[CH3:2]. (5) Given the reactants [Si:1]([O:8][C@@H:9]([C@H:16]1[CH2:20][O:19][C:18]([CH3:22])([CH3:21])[N:17]1[C:23]([O:25][C:26]([CH3:29])([CH3:28])[CH3:27])=[O:24])[C@@H:10]([CH:13]1[CH2:15][CH2:14]1)[CH2:11]O)([C:4]([CH3:7])([CH3:6])[CH3:5])([CH3:3])[CH3:2].C1(P(C2C=CC=CC=2)C2C=CC=CC=2)C=CC=CC=1.CC(OC(/N=N/C(OC(C)C)=O)=O)C.C1C=CC(OP(OC2C=CC=CC=2)([N:72]=[N+:73]=[N-:74])=O)=CC=1, predict the reaction product. The product is: [N:72]([CH2:11][C@H:10]([CH:13]1[CH2:15][CH2:14]1)[C@H:9]([C@H:16]1[CH2:20][O:19][C:18]([CH3:22])([CH3:21])[N:17]1[C:23]([O:25][C:26]([CH3:29])([CH3:28])[CH3:27])=[O:24])[O:8][Si:1]([C:4]([CH3:7])([CH3:6])[CH3:5])([CH3:3])[CH3:2])=[N+:73]=[N-:74]. (6) Given the reactants [CH2:1]([N:8]1[CH2:13][C@H:12]([O:14][Si:15]([C:18]([CH3:21])([CH3:20])[CH3:19])([CH3:17])[CH3:16])[CH2:11][C@@H:10]([OH:22])[CH2:9]1)[C:2]1[CH:7]=[CH:6][CH:5]=[CH:4][CH:3]=1.N(C(OCC)=O)=NC(OCC)=O.C(O)(=O)C1C=CC=CC=1.C1(P(C2C=CC=CC=2)C2C=CC=CC=2)C=CC=CC=1.C(=O)([O-])[O-].[Na+].[Na+], predict the reaction product. The product is: [CH2:1]([N:8]1[CH2:13][C@H:12]([O:14][Si:15]([C:18]([CH3:20])([CH3:19])[CH3:21])([CH3:16])[CH3:17])[CH2:11][C@H:10]([OH:22])[CH2:9]1)[C:2]1[CH:3]=[CH:4][CH:5]=[CH:6][CH:7]=1. (7) Given the reactants [Cl:1][C:2]1[CH:7]=[C:6]([N+:8]([O-:10])=[O:9])[CH:5]=[C:4]([Cl:11])[C:3]=1I.C(NC(C)C)(C)C.[CH3:20][C:21]([CH3:25])([CH3:24])[C:22]#[CH:23], predict the reaction product. The product is: [Cl:1][C:2]1[CH:7]=[C:6]([N+:8]([O-:10])=[O:9])[CH:5]=[C:4]([Cl:11])[C:3]=1[C:23]#[C:22][C:21]([CH3:25])([CH3:24])[CH3:20]. (8) The product is: [Cl:14][C:10]1[C:5]2[S:4][CH:3]=[C:2]([CH3:1])[C:6]=2[N:7]=[CH:8][N:9]=1. Given the reactants [CH3:1][C:2]1[C:6]2[N:7]=[CH:8][NH:9][C:10](=O)[C:5]=2[S:4][CH:3]=1.O=P(Cl)(Cl)[Cl:14], predict the reaction product. (9) Given the reactants [NH2:1][CH2:2][CH2:3][CH2:4][C@H:5]1[O:9][C:8](=[O:10])[N:7]([C:11]2[CH:12]=[CH:13][C:14]3[S:19][CH2:18][C:17](=[O:20])[NH:16][C:15]=3[CH:21]=2)[CH2:6]1.[Cl:22][C:23]1[C:28]2[NH:29]C(=O)[O:31][C:32](=O)[C:27]=2[CH:26]=[CH:25][CH:24]=1, predict the reaction product. The product is: [NH2:29][C:28]1[C:23]([Cl:22])=[CH:24][CH:25]=[CH:26][C:27]=1[C:32]([NH:1][CH2:2][CH2:3][CH2:4][C@H:5]1[O:9][C:8](=[O:10])[N:7]([C:11]2[CH:12]=[CH:13][C:14]3[S:19][CH2:18][C:17](=[O:20])[NH:16][C:15]=3[CH:21]=2)[CH2:6]1)=[O:31]. (10) Given the reactants Cl.[CH2:2]([NH:6][CH2:7][C@@H:8]([C@H:10]([C@@H:12]([C@@H:14]([CH2:16]O)[OH:15])[OH:13])[OH:11])[OH:9])[CH2:3][CH2:4][CH3:5].[OH-:18].[Na+], predict the reaction product. The product is: [CH2:2]([NH:6][CH:7]([C@:8]1([O:15][C@@H:14]([CH3:16])[C@@H:12]([OH:13])[C@@H:10]1[OH:11])[OH:9])[OH:18])[CH2:3][CH2:4][CH3:5].